This data is from NCI-60 drug combinations with 297,098 pairs across 59 cell lines. The task is: Regression. Given two drug SMILES strings and cell line genomic features, predict the synergy score measuring deviation from expected non-interaction effect. (1) Drug 1: CC1OCC2C(O1)C(C(C(O2)OC3C4COC(=O)C4C(C5=CC6=C(C=C35)OCO6)C7=CC(=C(C(=C7)OC)O)OC)O)O. Drug 2: COCCOC1=C(C=C2C(=C1)C(=NC=N2)NC3=CC=CC(=C3)C#C)OCCOC.Cl. Cell line: SNB-19. Synergy scores: CSS=19.5, Synergy_ZIP=-0.261, Synergy_Bliss=-0.614, Synergy_Loewe=-5.36, Synergy_HSA=1.52. (2) Drug 1: CC(C1=C(C=CC(=C1Cl)F)Cl)OC2=C(N=CC(=C2)C3=CN(N=C3)C4CCNCC4)N. Drug 2: C1CCC(CC1)NC(=O)N(CCCl)N=O. Cell line: CCRF-CEM. Synergy scores: CSS=32.9, Synergy_ZIP=-5.24, Synergy_Bliss=-5.93, Synergy_Loewe=-14.4, Synergy_HSA=-5.00. (3) Drug 1: CC(C)(C1=NC(=CC=C1)N2C3=NC(=NC=C3C(=O)N2CC=C)NC4=CC=C(C=C4)N5CCN(CC5)C)O. Drug 2: CN1C=C(C=N1)C2=C3N=C(C(=C(N3N=C2)N)Br)C4CCCNC4. Cell line: UACC62. Synergy scores: CSS=53.6, Synergy_ZIP=17.4, Synergy_Bliss=18.1, Synergy_Loewe=18.5, Synergy_HSA=21.2. (4) Drug 1: CC1CC2CCC3C(=C)CC(O3)CCC45CC6C(O4)C7C(O6)C(O5)C8C(O7)CCC(O8)CC(=O)CC9C(CC(C1=C)O2)OC(C9OC)CC(CN)O.CS(=O)(=O)O. Drug 2: CC1C(C(CC(O1)OC2CC(CC3=C2C(=C4C(=C3O)C(=O)C5=C(C4=O)C(=CC=C5)OC)O)(C(=O)CO)O)N)O.Cl. Cell line: SF-295. Synergy scores: CSS=38.7, Synergy_ZIP=-5.05, Synergy_Bliss=-3.33, Synergy_Loewe=-1.97, Synergy_HSA=-0.262. (5) Drug 1: CCC1(CC2CC(C3=C(CCN(C2)C1)C4=CC=CC=C4N3)(C5=C(C=C6C(=C5)C78CCN9C7C(C=CC9)(C(C(C8N6C)(C(=O)OC)O)OC(=O)C)CC)OC)C(=O)OC)O.OS(=O)(=O)O. Drug 2: CS(=O)(=O)OCCCCOS(=O)(=O)C. Cell line: TK-10. Synergy scores: CSS=-0.536, Synergy_ZIP=1.64, Synergy_Bliss=2.00, Synergy_Loewe=-3.17, Synergy_HSA=-3.24.